From a dataset of Reaction yield outcomes from USPTO patents with 853,638 reactions. Predict the reaction yield, written as a fraction of the theoretical maximum amount of product (1.0 means a 100% yield; for example, 0.34 means a 34% yield). The reactants are [F:1][C:2]1[C:3]([CH3:23])=[C:4]([C:15]2[CH:20]=[CH:19][CH:18]=[C:17]([CH2:21][OH:22])[CH:16]=2)[C:5]([CH3:14])=[CH:6][C:7]=1[O:8][C@H:9]1[CH2:13][CH2:12][O:11][CH2:10]1.O[C:25]1[CH:38]=[CH:37][C:28]2[C@H:29]([CH2:32][C:33]([O:35][CH3:36])=[O:34])[CH2:30][O:31][C:27]=2[CH:26]=1.C1(P(C2C=CC=CC=2)C2C=CC=CC=2)C=CC=CC=1.N(C(OC(C)C)=O)=NC(OC(C)C)=O. The catalyst is ClCCl. The product is [F:1][C:2]1[C:3]([CH3:23])=[C:4]([C:15]2[CH:20]=[CH:19][CH:18]=[C:17]([CH2:21][O:22][C:25]3[CH:38]=[CH:37][C:28]4[C@H:29]([CH2:32][C:33]([O:35][CH3:36])=[O:34])[CH2:30][O:31][C:27]=4[CH:26]=3)[CH:16]=2)[C:5]([CH3:14])=[CH:6][C:7]=1[O:8][C@H:9]1[CH2:13][CH2:12][O:11][CH2:10]1. The yield is 0.725.